From a dataset of Full USPTO retrosynthesis dataset with 1.9M reactions from patents (1976-2016). Predict the reactants needed to synthesize the given product. (1) The reactants are: [C:1]1(P(C2C=CC=CC=2)C2C=CC=CC=2)C=CC=C[CH:2]=1.Cl[C:21]1[CH:26]=[CH:25][C:24]([C:27]([C:40]2[CH:45]=[CH:44][C:43](Cl)=[CH:42][CH:41]=2)([C:33]2[CH:38]=[CH:37][C:36](Cl)=[CH:35][CH:34]=2)[CH2:28][C:29]([O:31][CH3:32])=[O:30])=[CH:23][CH:22]=1.[CH:47]([Sn](CCCC)(CCCC)CCCC)=[CH2:48].[F-].[K+].CO[CH2:66][CH2:67]OC. Given the product [CH:1]([C:43]1[CH:42]=[CH:41][C:40]([C:27]([C:24]2[CH:23]=[CH:22][C:21]([CH:66]=[CH2:67])=[CH:26][CH:25]=2)([C:33]2[CH:34]=[CH:35][C:36]([CH:47]=[CH2:48])=[CH:37][CH:38]=2)[CH2:28][C:29]([O:31][CH3:32])=[O:30])=[CH:45][CH:44]=1)=[CH2:2], predict the reactants needed to synthesize it. (2) Given the product [C:23]([CH2:2][C:3]1[CH:4]=[C:5]([CH:11]=[C:12]([C:14]([N:16]([CH2:20][CH2:21][CH3:22])[CH2:17][CH2:18][CH3:19])=[O:15])[CH:13]=1)[C:6]([O:8][CH2:9][CH3:10])=[O:7])#[N:24], predict the reactants needed to synthesize it. The reactants are: Br[CH2:2][C:3]1[CH:4]=[C:5]([CH:11]=[C:12]([C:14]([N:16]([CH2:20][CH2:21][CH3:22])[CH2:17][CH2:18][CH3:19])=[O:15])[CH:13]=1)[C:6]([O:8][CH2:9][CH3:10])=[O:7].[C-:23]#[N:24].[Na+]. (3) Given the product [F:36][C:28]1[CH:29]=[CH:30][C:31]([N+:33]([O-:35])=[O:34])=[CH:32][C:27]=1[C:2]#[C:1][Si:3]([CH3:6])([CH3:5])[CH3:4], predict the reactants needed to synthesize it. The reactants are: [C:1]([Si:3]([CH3:6])([CH3:5])[CH3:4])#[CH:2].C1(P(C2C=CC=CC=2)C2C=CC=CC=2)C=CC=CC=1.Br[C:27]1[CH:32]=[C:31]([N+:33]([O-:35])=[O:34])[CH:30]=[CH:29][C:28]=1[F:36].